From a dataset of Forward reaction prediction with 1.9M reactions from USPTO patents (1976-2016). Predict the product of the given reaction. Given the reactants [CH3:1][C:2]([O:8][CH2:9][C:10]([CH3:12])=C)([CH3:7])[C:3]([O:5][CH3:6])=[O:4].N1C(C)=CC=CC=1C.I([O-])(=O)(=O)=[O:22].[Na+], predict the reaction product. The product is: [CH3:7][C:2]([O:8][CH2:9][C:10](=[O:22])[CH3:12])([CH3:1])[C:3]([O:5][CH3:6])=[O:4].